This data is from Reaction yield outcomes from USPTO patents with 853,638 reactions. The task is: Predict the reaction yield, written as a fraction of the theoretical maximum amount of product (1.0 means a 100% yield; for example, 0.34 means a 34% yield). (1) The reactants are [F:1][C:2]1[CH:3]=[C:4]([C:9]2([C:15]#[N:16])[CH2:14][CH2:13][CH2:12][CH2:11][CH2:10]2)[CH:5]=[C:6]([F:8])[CH:7]=1.C([O-])([O-])=[O:18].[K+].[K+].OO. The catalyst is CS(C)=O.O. The product is [F:1][C:2]1[CH:3]=[C:4]([C:9]2([C:15]([NH2:16])=[O:18])[CH2:14][CH2:13][CH2:12][CH2:11][CH2:10]2)[CH:5]=[C:6]([F:8])[CH:7]=1. The yield is 0.800. (2) The reactants are [CH:1]1([O:6][C:7]2[N:12]=[CH:11][C:10]([NH2:13])=[CH:9][CH:8]=2)[CH2:5][CH2:4][CH2:3][CH2:2]1.Cl[C:15]([O:17][C:18]1[CH:23]=[CH:22][C:21]([N+:24]([O-:26])=[O:25])=[CH:20][CH:19]=1)=[O:16]. The catalyst is C1COCC1. The product is [N+:24]([C:21]1[CH:20]=[CH:19][C:18]([O:17][C:15](=[O:16])[NH:13][C:10]2[CH:11]=[N:12][C:7]([O:6][CH:1]3[CH2:2][CH2:3][CH2:4][CH2:5]3)=[CH:8][CH:9]=2)=[CH:23][CH:22]=1)([O-:26])=[O:25]. The yield is 0.770. (3) The reactants are [N:1]12[CH2:8][CH2:7][C:4]([C:9]([C:17]3[CH:22]=[CH:21][CH:20]=[CH:19][CH:18]=3)([C:11]3[CH:16]=[CH:15][CH:14]=[CH:13][CH:12]=3)[OH:10])([CH2:5][CH2:6]1)[CH2:3][CH2:2]2.[Br:23][CH2:24][CH2:25][CH2:26][CH3:27]. The catalyst is CC#N. The product is [Br-:23].[CH2:24]([N+:1]12[CH2:6][CH2:5][C:4]([C:9]([OH:10])([C:17]3[CH:22]=[CH:21][CH:20]=[CH:19][CH:18]=3)[C:11]3[CH:12]=[CH:13][CH:14]=[CH:15][CH:16]=3)([CH2:3][CH2:2]1)[CH2:7][CH2:8]2)[CH2:25][CH2:26][CH3:27]. The yield is 0.707. (4) The reactants are [Br:1][C:2]1[CH:3]=[CH:4][C:5]([I:11])=[C:6]([CH:10]=1)[C:7]([OH:9])=O.CCN=C=NCCCN(C)C.Cl.O.ON1C2C=CC=CC=2N=N1.[C:35]([O:39][C:40](=[O:49])[C:41]1[CH:46]=[CH:45][C:44]([CH2:47][NH2:48])=[CH:43][CH:42]=1)([CH3:38])([CH3:37])[CH3:36].C(=O)(O)[O-].[Na+]. The catalyst is CN(C)C=O.O. The product is [C:35]([O:39][C:40](=[O:49])[C:41]1[CH:42]=[CH:43][C:44]([CH2:47][NH:48][C:7](=[O:9])[C:6]2[CH:10]=[C:2]([Br:1])[CH:3]=[CH:4][C:5]=2[I:11])=[CH:45][CH:46]=1)([CH3:38])([CH3:36])[CH3:37]. The yield is 0.798. (5) The reactants are [Br:1][C:2]1[C:7]([F:8])=[CH:6][C:5]([S:9](Cl)(=[O:11])=[O:10])=[C:4]([F:13])[CH:3]=1.[NH2:14][CH2:15][CH2:16][OH:17].C(N(CC)CC)C. The catalyst is C(Cl)Cl. The product is [Br:1][C:2]1[C:7]([F:8])=[CH:6][C:5]([S:9]([NH:14][CH2:15][CH2:16][OH:17])(=[O:11])=[O:10])=[C:4]([F:13])[CH:3]=1. The yield is 0.700. (6) The reactants are C[O:2][C:3]([C:5]1[NH:6][N:7]=[C:8]([O:10][CH2:11][C:12]2[C:13]([C:18]3[CH:23]=[CH:22][C:21]([F:24])=[CH:20][CH:19]=3)=[N:14][O:15][C:16]=2[CH3:17])[CH:9]=1)=[O:4].[OH-].[Na+].Cl. The catalyst is O1CCOCC1. The product is [F:24][C:21]1[CH:22]=[CH:23][C:18]([C:13]2[C:12]([CH2:11][O:10][C:8]3[CH:9]=[C:5]([C:3]([OH:4])=[O:2])[NH:6][N:7]=3)=[C:16]([CH3:17])[O:15][N:14]=2)=[CH:19][CH:20]=1. The yield is 1.00. (7) The reactants are [F:1][C:2]1[CH:10]=[C:6]([C:7]([OH:9])=O)[C:5]([NH2:11])=[CH:4][CH:3]=1.[Cl:12][C:13]1[CH:18]=[CH:17][CH:16]=[CH:15][C:14]=1[N:19]=[C:20]=[S:21]. The catalyst is C(O)(=O)C.C(OCC)(=O)C.CCOCC. The product is [Cl:12][C:13]1[CH:18]=[CH:17][CH:16]=[CH:15][C:14]=1[N:19]1[C:7](=[O:9])[C:6]2[C:5](=[CH:4][CH:3]=[C:2]([F:1])[CH:10]=2)[NH:11][C:20]1=[S:21]. The yield is 0.720. (8) The product is [Br:1][C:2]1[CH:3]=[C:4]([N:8]([CH2:9][C:10]2[CH:15]=[CH:14][CH:13]=[C:12]([O:16][C:17]([F:18])([F:19])[F:20])[CH:11]=2)[CH2:47][C@@H:46]([OH:41])[C:22]([F:28])([F:27])[F:21])[CH:5]=[CH:6][CH:7]=1. No catalyst specified. The yield is 0.900. The reactants are [Br:1][C:2]1[CH:3]=[C:4]([NH:8][CH2:9][C:10]2[CH:15]=[CH:14][CH:13]=[C:12]([O:16][C:17]([F:20])([F:19])[F:18])[CH:11]=2)[CH:5]=[CH:6][CH:7]=1.[F:21][C:22]([F:28])([F:27])S([O-])(=[O:41])=[O:41].[Yb+3].[F:21][C:22]([F:28])([F:27])S([O-])(=O)=O.[F:21][C:22]([F:28])([F:27])S([O-])(=O)=[O:41].[C:46](#N)[CH3:47]. (9) The reactants are [CH3:1][N:2]1[C:6]([C:7]2[CH:8]=[CH:9][C:10]3[NH:19][C:18](=O)[O:17][C:13]4([CH2:16][CH2:15][CH2:14]4)[C:11]=3[CH:12]=2)=[CH:5][CH:4]=[C:3]1[C:21]#[N:22].COC1C=CC(P2(SP(C3C=CC(OC)=CC=3)(=S)S2)=[S:32])=CC=1.C(=O)([O-])[O-].[Na+].[Na+]. The catalyst is C1(C)C=CC=CC=1. The product is [CH3:1][N:2]1[C:6]([C:7]2[CH:8]=[CH:9][C:10]3[NH:19][C:18](=[S:32])[O:17][C:13]4([CH2:16][CH2:15][CH2:14]4)[C:11]=3[CH:12]=2)=[CH:5][CH:4]=[C:3]1[C:21]#[N:22]. The yield is 0.490.